Dataset: Catalyst prediction with 721,799 reactions and 888 catalyst types from USPTO. Task: Predict which catalyst facilitates the given reaction. (1) Reactant: [NH2:1][C:2]1[CH:3]=[C:4]([CH:15]=[CH:16][C:17]=1[F:18])[O:5][C:6]1[CH:7]=[CH:8][C:9]([C:12]([OH:14])=O)=[N:10][CH:11]=1.CN.C1COCC1.C1C=CC2N(O)N=[N:32][C:30]=2C=1.Cl.C(N=C=C(N)CCN(C)C)C.Cl.C(N=C=NCCCN(C)C)C. Product: [NH2:1][C:2]1[CH:3]=[C:4]([CH:15]=[CH:16][C:17]=1[F:18])[O:5][C:6]1[CH:7]=[CH:8][C:9]([C:12]([NH:32][CH3:30])=[O:14])=[N:10][CH:11]=1. The catalyst class is: 39. (2) Reactant: C(OC([NH:8][CH:9]1[CH2:14][CH2:13][N:12]([C:15]2[CH:16]=[C:17]([CH:22]=[C:23]([Cl:25])[N:24]=2)[C:18]([O:20][CH3:21])=[O:19])[CH2:11][CH2:10]1)=O)(C)(C)C. Product: [ClH:25].[NH2:8][CH:9]1[CH2:10][CH2:11][N:12]([C:15]2[CH:16]=[C:17]([CH:22]=[C:23]([Cl:25])[N:24]=2)[C:18]([O:20][CH3:21])=[O:19])[CH2:13][CH2:14]1. The catalyst class is: 89. (3) The catalyst class is: 2. Product: [CH3:1][C:2]1([CH3:20])[O:6][C@H:5]([CH2:7][O:8][C:9]2[CH:14]=[CH:13][C:12]([CH2:15][CH2:16][CH2:17][CH:18]=[O:19])=[CH:11][CH:10]=2)[CH2:4][O:3]1. Reactant: [CH3:1][C:2]1([CH3:20])[O:6][C@H:5]([CH2:7][O:8][C:9]2[CH:14]=[CH:13][C:12]([CH2:15][CH2:16][CH2:17][CH2:18][OH:19])=[CH:11][CH:10]=2)[CH2:4][O:3]1.CC(OI1(OC(C)=O)(OC(C)=O)OC(=O)C2C=CC=CC1=2)=O.[OH-].[Na+]. (4) Reactant: [CH3:1][C:2]1[CH:6]=[CH:5][S:4][N:3]=1.[O:7]1[C:11]2([CH2:16][CH2:15][C:14](=[O:17])[CH2:13][CH2:12]2)[O:10][CH2:9][CH2:8]1. Product: [CH3:1][C:2]1[CH:6]=[C:5]([C:14]2([OH:17])[CH2:15][CH2:16][C:11]3([O:10][CH2:9][CH2:8][O:7]3)[CH2:12][CH2:13]2)[S:4][N:3]=1. The catalyst class is: 28. (5) Reactant: C[O:2][C:3](=O)[C:4]1C=C[C:7]([C:8](O)=O)=[CH:6][CH:5]=1.CCCC([O:20][CH2:21][C:22]([C:24]1[CH:29]=[CH:28][CH:27]=[CH:26][C:25]=1Br)=[O:23])CC.C([O-])([O-])=O.[K+].[K+].O. Product: [CH2:3]([O:2][C:27]1[CH:26]=[CH:25][C:24]([C:22](=[O:23])[CH2:21][OH:20])=[CH:29][CH:28]=1)[CH2:4][CH2:5][CH2:6][CH2:7][CH3:8]. The catalyst class is: 3.